This data is from Forward reaction prediction with 1.9M reactions from USPTO patents (1976-2016). The task is: Predict the product of the given reaction. (1) Given the reactants [CH2:1]([S:7]([O-:10])(=[O:9])=[O:8])[CH2:2][S:3]([O-:6])(=[O:5])=[O:4].[NH2:11][C:12]1[C:13]2[C:14]3[C:15](=[N:27][N:28]([CH2:30][C:31]4[C:36]([Cl:37])=[C:35]([O:38][CH3:39])[C:34]([CH3:40])=[CH:33][N:32]=4)[N:29]=2)[CH:16]=[C:17]([CH2:22][C:23]([NH:25][CH3:26])=[O:24])[C:18]=3[CH2:19][S:20][N:21]=1, predict the reaction product. The product is: [CH2:1]([S:7]([OH:10])(=[O:9])=[O:8])[CH2:2][S:3]([OH:6])(=[O:5])=[O:4].[NH2:11][C:12]1[C:13]2[C:14]3[C:15](=[N:27][N:28]([CH2:30][C:31]4[C:36]([Cl:37])=[C:35]([O:38][CH3:39])[C:34]([CH3:40])=[CH:33][N:32]=4)[N:29]=2)[CH:16]=[C:17]([CH2:22][C:23]([NH:25][CH3:26])=[O:24])[C:18]=3[CH2:19][S:20][N:21]=1. (2) Given the reactants C(O)[C:2]([NH2:7])([CH2:5]O)[CH2:3][OH:4].Cl.[Mg+2].[Cl-].[Cl-].SC[C@H]([C@@H](CS)O)[OH:16].O[C:22]([CH2:24][CH2:25][CH2:26][CH2:27][C@H:28]1[C@@H]2[C@@H](NC(N2)=O)CS1)=[O:23].P(OC[C@H]1O[C@@H](N2C3N=CN=C(N)C=3N=C2)[C@H](O)[C@@H]1O)(OP(OP(O)(O)=O)(O)=O)(=O)O, predict the reaction product. The product is: [NH2:7][C@H:2]([C:3]([OH:4])=[O:16])[CH2:5][C:26]1[CH:25]=[CH:24][C:22]([OH:23])=[CH:28][CH:27]=1. (3) Given the reactants [Li+].C[Si]([N-][Si](C)(C)C)(C)C.[CH2:11]([O:18][C:19]1[CH:31]=[CH:30][C:22]([NH:23][C:24]2[CH:29]=[CH:28][CH:27]=[CH:26][CH:25]=2)=[CH:21][CH:20]=1)[C:12]1[CH:17]=[CH:16][CH:15]=[CH:14][CH:13]=1.C([O:34][C:35]([C:37]1[C:45]2[C:40](=[CH:41][CH:42]=[CH:43][CH:44]=2)[N:39]([C:46]2[CH:54]=[CH:53][CH:52]=[CH:51][C:47]=2[C:48]([OH:50])=[O:49])[N:38]=1)=O)C.C(OCC)(=O)C, predict the reaction product. The product is: [CH2:11]([O:18][C:19]1[CH:20]=[CH:21][C:22]([N:23]([C:24]2[CH:25]=[CH:26][CH:27]=[CH:28][CH:29]=2)[C:35]([C:37]2[C:45]3[C:40](=[CH:41][CH:42]=[CH:43][CH:44]=3)[N:39]([C:46]3[CH:54]=[CH:53][CH:52]=[CH:51][C:47]=3[C:48]([OH:50])=[O:49])[N:38]=2)=[O:34])=[CH:30][CH:31]=1)[C:12]1[CH:13]=[CH:14][CH:15]=[CH:16][CH:17]=1. (4) The product is: [CH2:1]([O:8][CH2:9][CH2:10][NH:12][C:13]1[CH:18]=[C:17]([O:19][CH3:20])[CH:16]=[CH:15][C:14]=1[Cl:21])[C:2]1[CH:3]=[CH:4][CH:5]=[CH:6][CH:7]=1. Given the reactants [CH2:1]([O:8][CH2:9][C:10]([NH:12][C:13]1[CH:18]=[C:17]([O:19][CH3:20])[CH:16]=[CH:15][C:14]=1[Cl:21])=O)[C:2]1[CH:7]=[CH:6][CH:5]=[CH:4][CH:3]=1.[H-].[Al+3].[Li+].[H-].[H-].[H-].[H][H], predict the reaction product. (5) Given the reactants I[C:2]1[C:3]2[C:8]([C:9]([C:16]3[CH:21]=[CH:20][CH:19]=[CH:18][CH:17]=3)=[C:10]3[C:15]=1[CH:14]=[CH:13][CH:12]=[CH:11]3)=[CH:7][CH:6]=[CH:5][CH:4]=2.[Br:22][C:23]1[CH:28]=[CH:27][C:26](B(O)O)=[CH:25][CH:24]=1.C(=O)([O-])[O-].[K+].[K+], predict the reaction product. The product is: [C:16]1([C:9]2[C:10]3[C:15]([C:2]([C:26]4[CH:27]=[CH:28][C:23]([Br:22])=[CH:24][CH:25]=4)=[C:3]4[C:8]=2[CH:7]=[CH:6][CH:5]=[CH:4]4)=[CH:14][CH:13]=[CH:12][CH:11]=3)[CH:17]=[CH:18][CH:19]=[CH:20][CH:21]=1. (6) Given the reactants [CH2:1]([O:8][C:9]1[CH:14]=[CH:13][C:12]([CH:15]([NH:25][CH2:26][CH:27]([O:30][CH3:31])[O:28][CH3:29])[CH2:16][C:17]2[CH:22]=[CH:21][CH:20]=[C:19](OC)[CH:18]=2)=[CH:11][C:10]=1[O:32][CH3:33])[C:2]1[CH:7]=[CH:6][CH:5]=[CH:4][CH:3]=1.C(=O)([O-])[O-].[K+].[K+].Cl[C:41]([O:43][CH2:44][CH3:45])=[O:42].C(OCC)(=O)C.CCCCCC, predict the reaction product. The product is: [CH2:44]([O:43][C:41](=[O:42])[N:25]([CH:15]([C:12]1[CH:13]=[CH:14][C:9]([O:8][CH2:1][C:2]2[CH:3]=[CH:4][CH:5]=[CH:6][CH:7]=2)=[C:10]([O:32][CH3:33])[CH:11]=1)[CH2:16][C:17]1[CH:22]=[CH:21][CH:20]=[CH:19][CH:18]=1)[CH2:26][CH:27]([O:28][CH3:29])[O:30][CH3:31])[CH3:45]. (7) Given the reactants [CH3:1][CH:2]1[C:11]2[C:6](=[CH:7][CH:8]=[CH:9][CH:10]=2)[C:5](=[N:12]O)[CH2:4][CH2:3]1.[H-].C([Al+]CC(C)C)C(C)C.[F-].[Na+].O, predict the reaction product. The product is: [CH3:1][CH:2]1[C:11]2[CH:6]=[CH:7][CH:8]=[CH:9][C:10]=2[NH:12][CH2:5][CH2:4][CH2:3]1. (8) The product is: [CH2:34]([O:33][C:8]1[CH:9]=[C:10]([CH2:12][N:13]2[CH2:16][C:15]3([CH2:20][C:19]([N:21]4[CH2:22][CH2:23][C:24]([CH3:32])([C:27]([OH:29])=[O:28])[CH2:25][CH2:26]4)=[N:18][O:17]3)[CH2:14]2)[CH:11]=[C:6]([O:5][CH2:3][CH3:4])[C:7]=1[C:36]1[CH:41]=[CH:40][C:39]([F:42])=[C:38]([F:43])[CH:37]=1)[CH3:35]. Given the reactants [OH-].[Na+].[CH2:3]([O:5][C:6]1[CH:11]=[C:10]([CH2:12][N:13]2[CH2:16][C:15]3([CH2:20][C:19]([N:21]4[CH2:26][CH2:25][C:24]([CH3:32])([C:27]([O:29]CC)=[O:28])[CH2:23][CH2:22]4)=[N:18][O:17]3)[CH2:14]2)[CH:9]=[C:8]([O:33][CH2:34][CH3:35])[C:7]=1[C:36]1[CH:41]=[CH:40][C:39]([F:42])=[C:38]([F:43])[CH:37]=1)[CH3:4], predict the reaction product.